The task is: Binary Classification. Given a miRNA mature sequence and a target amino acid sequence, predict their likelihood of interaction.. This data is from Experimentally validated miRNA-target interactions with 360,000+ pairs, plus equal number of negative samples. (1) The miRNA is ath-miR859 with sequence UCUCUCUGUUGUGAAGUCAAA. The protein sequence of the target gene is MKTKLSTCNVWSLLLVLLVWDPVRLVLANIQEDEAKNNITIFTRILDRLLDGYDNRLRPGLGDSITEVFTNIYVTSFGPVSDTDMEYTIDVFFRQKWKDERLKFKGPMNILRLNNLMASKIWTPDTFFHNGKKSVAHNMTMPNKLLRIQDDGTLLYTMRLTVQAECPMHLEDFPMDAHSCPLKFGSYAYTTSEVTYIWTYNASDSVQVAPDGSRLNQYDLLGQSIGKETIKSSTGEYTVMTAHFHLKRKIGYFVIQTYLPCIMTVILSQVSFWLNRESVPARTVFGVTTVLTMTTLSISA.... Result: 0 (no interaction). (2) The miRNA is hsa-miR-411-5p with sequence UAGUAGACCGUAUAGCGUACG. The protein sequence of the target gene is MLQTTWPQESVTFEDVAVYFTQNQWASLDPAQRALYGEVMLENYANVASLVAFPFPKPALISHLERGEAPWGPDPWDTEILRGISQGGESWIKNEGLVIKQEASEETELHRMPVGGLLRNVSQHFDFKRKALKQTFNLNPNLILRGGMKFYECKECGKIFRYNSKLIRHQMSHTGEKPFKCKECGKAFKSSYDCIVHEKNHIGEGPYECKECGKGLSSNTALTQHQRIHTGEKPYECKECGKAFRRSAAYLQHQRLHTGEKLYKCKECWKAFGCRSLFIVHQRIHTGEKPYQCKECGKAF.... Result: 1 (interaction).